This data is from Reaction yield outcomes from USPTO patents with 853,638 reactions. The task is: Predict the reaction yield, written as a fraction of the theoretical maximum amount of product (1.0 means a 100% yield; for example, 0.34 means a 34% yield). (1) The reactants are [OH:1][CH2:2][CH2:3][CH2:4][C:5]1[CH:20]=[CH:19][C:8]([O:9][C:10]2[CH:18]=[CH:17][C:13]([C:14]([NH2:16])=[O:15])=[CH:12][N:11]=2)=[CH:7][CH:6]=1.C(N(CC)CC)C.S(=O)(=O)=O.N1C=CC=CC=1. The catalyst is CS(C)=O. The product is [O:1]=[CH:2][CH2:3][CH2:4][C:5]1[CH:6]=[CH:7][C:8]([O:9][C:10]2[CH:18]=[CH:17][C:13]([C:14]([NH2:16])=[O:15])=[CH:12][N:11]=2)=[CH:19][CH:20]=1. The yield is 0.360. (2) The reactants are F[C:2]1[CH:3]=[C:4]2[C:8](=[CH:9][CH:10]=1)[NH:7][CH:6]=[C:5]2[CH:11]1[CH2:15][C:14](=[O:16])[NH:13][C:12]1=[O:17].[CH3:18]C1C=C2C(=CC=1)NC=C2.C1(=O)NC(=O)C=C1. No catalyst specified. The product is [CH3:18][C:2]1[CH:3]=[C:4]2[C:8](=[CH:9][CH:10]=1)[NH:7][CH:6]=[C:5]2[CH:11]1[CH2:15][C:14](=[O:16])[NH:13][C:12]1=[O:17]. The yield is 0.380.